This data is from Peptide-MHC class I binding affinity with 185,985 pairs from IEDB/IMGT. The task is: Regression. Given a peptide amino acid sequence and an MHC pseudo amino acid sequence, predict their binding affinity value. This is MHC class I binding data. (1) The peptide sequence is PSEKRIGAY. The MHC is HLA-B27:05 with pseudo-sequence HLA-B27:05. The binding affinity (normalized) is 0.0847. (2) The peptide sequence is RSWNSGHEW. The MHC is HLA-B57:01 with pseudo-sequence HLA-B57:01. The binding affinity (normalized) is 0.933.